From a dataset of Reaction yield outcomes from USPTO patents with 853,638 reactions. Predict the reaction yield, written as a fraction of the theoretical maximum amount of product (1.0 means a 100% yield; for example, 0.34 means a 34% yield). The reactants are [CH2:1]([O:3][CH:4]([O:8][CH2:9][CH3:10])[CH2:5][CH2:6][NH2:7])[CH3:2].[S:11]1[C:15]2[CH:16]=[CH:17][CH:18]=[CH:19][C:14]=2[CH:13]=[C:12]1[C:20]([NH:22][C@H:23]([C:28]([OH:30])=O)[CH2:24][CH:25]([CH3:27])[CH3:26])=[O:21].[CH3:31]N1CCOCC1.CCN=C=NCCCN(C)C.Cl.[NH4+].[Cl-]. The yield is 0.600. The product is [CH2:1]([O:3][CH:4]([O:8][CH2:9][CH3:10])[CH2:5][CH2:6][NH:7][C:28](=[O:30])[C@H:23]([CH2:24][CH:25]([CH3:26])[CH3:27])[NH:22][C:20]([C:12]1[S:11][C:15](/[CH:16]=[CH:17]\[CH3:31])=[C:14]([CH:19]=[CH2:18])[CH:13]=1)=[O:21])[CH3:2]. The catalyst is C(Cl)Cl.C1C=C2C(N(O)N=NC2=CC=1)=O.